This data is from NCI-60 drug combinations with 297,098 pairs across 59 cell lines. The task is: Regression. Given two drug SMILES strings and cell line genomic features, predict the synergy score measuring deviation from expected non-interaction effect. (1) Drug 1: C1=C(C(=O)NC(=O)N1)N(CCCl)CCCl. Drug 2: C(CCl)NC(=O)N(CCCl)N=O. Cell line: HL-60(TB). Synergy scores: CSS=71.3, Synergy_ZIP=9.88, Synergy_Bliss=11.4, Synergy_Loewe=-2.58, Synergy_HSA=10.4. (2) Drug 1: COC1=NC(=NC2=C1N=CN2C3C(C(C(O3)CO)O)O)N. Drug 2: C1CN(P(=O)(OC1)NCCCl)CCCl. Cell line: UACC62. Synergy scores: CSS=5.00, Synergy_ZIP=-1.52, Synergy_Bliss=0.415, Synergy_Loewe=0.952, Synergy_HSA=0.526. (3) Drug 1: COC1=NC(=NC2=C1N=CN2C3C(C(C(O3)CO)O)O)N. Drug 2: C1=CN(C=N1)CC(O)(P(=O)(O)O)P(=O)(O)O. Cell line: NCI-H522. Synergy scores: CSS=0.316, Synergy_ZIP=-0.263, Synergy_Bliss=-1.50, Synergy_Loewe=-1.14, Synergy_HSA=-1.70.